Task: Predict the product of the given reaction.. Dataset: Forward reaction prediction with 1.9M reactions from USPTO patents (1976-2016) (1) Given the reactants [C:1]([O:5][C:6]([C:8]1[C:16]2[CH2:15][CH2:14][N:13]([CH2:17][C:18]3[CH:23]=[CH:22][C:21]([O:24][CH3:25])=[CH:20][CH:19]=3)[CH:12]([CH2:26][NH2:27])[C:11]=2[S:10][C:9]=1[NH2:28])=[O:7])([CH3:4])([CH3:3])[CH3:2].[C:29](Cl)(=[O:36])[C:30]1[CH:35]=[CH:34][CH:33]=[CH:32][CH:31]=1, predict the reaction product. The product is: [C:1]([O:5][C:6]([C:8]1[C:16]2[CH2:15][CH2:14][N:13]([CH2:17][C:18]3[CH:19]=[CH:20][C:21]([O:24][CH3:25])=[CH:22][CH:23]=3)[CH:12]([CH2:26][NH:27][C:29](=[O:36])[C:30]3[CH:35]=[CH:34][CH:33]=[CH:32][CH:31]=3)[C:11]=2[S:10][C:9]=1[NH2:28])=[O:7])([CH3:4])([CH3:2])[CH3:3]. (2) Given the reactants [N+](C1C=CC([O:10][C:11](=O)[NH:12][C:13]2[CH:18]=[CH:17][C:16]([C:19]3[CH2:23][CH2:22][N:21]([C:24](=[O:37])[CH2:25][C:26]4[CH:31]=[C:30]([O:32][CH3:33])[C:29]([O:34][CH3:35])=[CH:28][C:27]=4[Cl:36])[N:20]=3)=[CH:15][CH:14]=2)=CC=1)([O-])=O.Cl.[CH3:40][NH:41][CH3:42].CCN(CC)CC.C(Cl)Cl, predict the reaction product. The product is: [Cl:36][C:27]1[CH:28]=[C:29]([O:34][CH3:35])[C:30]([O:32][CH3:33])=[CH:31][C:26]=1[CH2:25][C:24]([N:21]1[CH2:22][CH2:23][C:19]([C:16]2[CH:15]=[CH:14][C:13]([NH:12][C:11](=[O:10])[N:41]([CH3:42])[CH3:40])=[CH:18][CH:17]=2)=[N:20]1)=[O:37]. (3) Given the reactants [F:1][C:2]1[C:3]([O:18][CH3:19])=[C:4]([C:9]([CH3:17])([CH3:16])[CH2:10][C:11](=[O:15])[C:12]([OH:14])=[O:13])[CH:5]=[CH:6][C:7]=1[CH3:8].S(=O)(=O)(O)O.[CH2:25](O)[CH3:26], predict the reaction product. The product is: [CH2:25]([O:13][C:12](=[O:14])[C:11](=[O:15])[CH2:10][C:9]([C:4]1[CH:5]=[CH:6][C:7]([CH3:8])=[C:2]([F:1])[C:3]=1[O:18][CH3:19])([CH3:17])[CH3:16])[CH3:26]. (4) Given the reactants [CH2:1]([O:8][C:9]1[CH:14]=[CH:13][C:12]([F:15])=[C:11]([F:16])[C:10]=1[F:17])[C:2]1[CH:7]=[CH:6][CH:5]=[CH:4][CH:3]=1.S1(CCCC1)(=O)=O.[Li+].CC([N-]C(C)C)C.[Li]CCCC.[C:38](=[O:40])=[O:39], predict the reaction product. The product is: [CH2:1]([O:8][C:9]1[C:10]([F:17])=[C:11]([F:16])[C:12]([F:15])=[C:13]([CH:14]=1)[C:38]([OH:40])=[O:39])[C:2]1[CH:3]=[CH:4][CH:5]=[CH:6][CH:7]=1. (5) Given the reactants Br[C:2]1[CH:3]=[C:4]([CH3:9])[CH:5]=[C:6]([CH3:8])[CH:7]=1.C([Li])CCC.[O:15]1[CH2:20][CH2:19][C:18](=[O:21])[CH2:17][CH2:16]1.O, predict the reaction product. The product is: [OH:21][C:18]1([C:2]2[CH:3]=[C:4]([CH3:9])[CH:5]=[C:6]([CH3:8])[CH:7]=2)[CH2:19][CH2:20][O:15][CH2:16][CH2:17]1. (6) Given the reactants [Br:1][C:2]1[CH:9]=[CH:8][C:5]([CH2:6]Br)=[CH:4][CH:3]=1.C(O)(=O)C(O)=O.[N:16]1[CH:21]=[CH:20][CH:19]=[C:18]([CH:22]2[O:27][CH2:26][CH2:25][NH:24][CH2:23]2)[CH:17]=1.C(=O)([O-])[O-].[K+].[K+], predict the reaction product. The product is: [Br:1][C:2]1[CH:9]=[CH:8][C:5]([CH2:6][N:24]2[CH2:25][CH2:26][O:27][CH:22]([C:18]3[CH:17]=[N:16][CH:21]=[CH:20][CH:19]=3)[CH2:23]2)=[CH:4][CH:3]=1.